From a dataset of Merck oncology drug combination screen with 23,052 pairs across 39 cell lines. Regression. Given two drug SMILES strings and cell line genomic features, predict the synergy score measuring deviation from expected non-interaction effect. (1) Drug 1: N.N.O=C(O)C1(C(=O)O)CCC1.[Pt]. Drug 2: CS(=O)(=O)CCNCc1ccc(-c2ccc3ncnc(Nc4ccc(OCc5cccc(F)c5)c(Cl)c4)c3c2)o1. Cell line: DLD1. Synergy scores: synergy=-1.44. (2) Drug 1: O=C(O)C1(Cc2cccc(Nc3nccs3)n2)CCC(Oc2cccc(Cl)c2F)CC1. Drug 2: CC1(c2nc3c(C(N)=O)cccc3[nH]2)CCCN1. Cell line: DLD1. Synergy scores: synergy=6.21. (3) Drug 1: CCC1=CC2CN(C1)Cc1c([nH]c3ccccc13)C(C(=O)OC)(c1cc3c(cc1OC)N(C)C1C(O)(C(=O)OC)C(OC(C)=O)C4(CC)C=CCN5CCC31C54)C2. Drug 2: C#Cc1cccc(Nc2ncnc3cc(OCCOC)c(OCCOC)cc23)c1. Cell line: NCIH520. Synergy scores: synergy=5.08. (4) Drug 1: Nc1ccn(C2OC(CO)C(O)C2(F)F)c(=O)n1. Drug 2: Cc1nc(Nc2ncc(C(=O)Nc3c(C)cccc3Cl)s2)cc(N2CCN(CCO)CC2)n1. Cell line: SW620. Synergy scores: synergy=26.1. (5) Drug 1: O=P1(N(CCCl)CCCl)NCCCO1. Drug 2: N#Cc1ccc(Cn2cncc2CN2CCN(c3cccc(Cl)c3)C(=O)C2)cc1. Cell line: MDAMB436. Synergy scores: synergy=8.46. (6) Drug 1: O=P1(N(CCCl)CCCl)NCCCO1. Drug 2: CS(=O)(=O)CCNCc1ccc(-c2ccc3ncnc(Nc4ccc(OCc5cccc(F)c5)c(Cl)c4)c3c2)o1. Cell line: NCIH23. Synergy scores: synergy=-2.37. (7) Drug 1: C#Cc1cccc(Nc2ncnc3cc(OCCOC)c(OCCOC)cc23)c1. Cell line: UWB1289BRCA1. Synergy scores: synergy=-22.8. Drug 2: COC1=C2CC(C)CC(OC)C(O)C(C)C=C(C)C(OC(N)=O)C(OC)C=CC=C(C)C(=O)NC(=CC1=O)C2=O.